From a dataset of Full USPTO retrosynthesis dataset with 1.9M reactions from patents (1976-2016). Predict the reactants needed to synthesize the given product. (1) Given the product [NH2:1][C:2]1[N:7]=[C:6]([NH:45][CH2:41][CH2:42][CH2:43][CH3:44])[C:5]([CH2:21][C:22]2[CH:37]=[CH:36][C:25]([CH2:26][N:27]([CH2:34][CH3:35])[CH2:28][C:29]([O:31][CH2:32][CH3:33])=[O:30])=[CH:24][C:23]=2[O:38][CH3:39])=[C:4]([CH3:40])[N:3]=1, predict the reactants needed to synthesize it. The reactants are: [NH2:1][C:2]1[N:7]=[C:6](OS(C2C(C)=CC(C)=CC=2C)(=O)=O)[C:5]([CH2:21][C:22]2[CH:37]=[CH:36][C:25]([CH2:26][N:27]([CH2:34][CH3:35])[CH2:28][C:29]([O:31][CH2:32][CH3:33])=[O:30])=[CH:24][C:23]=2[O:38][CH3:39])=[C:4]([CH3:40])[N:3]=1.[CH2:41]([NH2:45])[CH2:42][CH2:43][CH3:44]. (2) Given the product [CH3:10][N:11]([CH3:13])/[CH:12]=[CH:1]/[C:2]1[CH:7]=[CH:6][N:5]=[CH:4][N:3]=1, predict the reactants needed to synthesize it. The reactants are: [CH3:1][C:2]1[CH:7]=[CH:6][N:5]=[CH:4][N:3]=1.CO[CH:10](OC)[N:11]([CH3:13])[CH3:12]. (3) Given the product [F:24][CH:23]([F:25])[C:15]1[N:14]([C:4]2[N:5]=[C:6]([N:8]3[CH2:13][CH2:12][O:11][CH2:10][CH2:9]3)[CH:7]=[C:2]([C:28]3[CH:27]=[N:26][CH:31]=[CH:30][CH:29]=3)[N:3]=2)[C:18]2[CH:19]=[CH:20][CH:21]=[CH:22][C:17]=2[N:16]=1, predict the reactants needed to synthesize it. The reactants are: Cl[C:2]1[CH:7]=[C:6]([N:8]2[CH2:13][CH2:12][O:11][CH2:10][CH2:9]2)[N:5]=[C:4]([N:14]2[C:18]3[CH:19]=[CH:20][CH:21]=[CH:22][C:17]=3[N:16]=[C:15]2[CH:23]([F:25])[F:24])[N:3]=1.[N:26]1[CH:31]=[CH:30][CH:29]=[C:28](B(O)O)[CH:27]=1. (4) Given the product [CH:46]1[CH:47]=[CH:48][C:49]2[C:50](=[CH:52][CH:53]=[CH:54][C:55]=2[CH2:56][C:57]2[NH:61][CH2:60][CH2:59][N:58]=2)[CH:51]=1.[ClH:45].[CH3:20][N:21]([CH2:23][CH2:24]/[CH:25]=[C:26]1/[C:27]2[CH:28]=[CH:29][CH:30]=[CH:31][C:32]=2[CH2:33][O:34][C:35]2[CH:40]=[CH:39][C:38]([CH2:41][C:42]([OH:44])=[O:43])=[CH:37][C:36]/1=2)[CH3:22].[ClH:45], predict the reactants needed to synthesize it. The reactants are: C(OC(C)C)(=O)CCCCCCCCCCCCC.[CH3:20][N:21]([CH2:23][CH2:24]/[CH:25]=[C:26]1/[C:27]2[CH:28]=[CH:29][CH:30]=[CH:31][C:32]=2[CH2:33][O:34][C:35]2[CH:40]=[CH:39][C:38]([CH2:41][C:42]([OH:44])=[O:43])=[CH:37][C:36]/1=2)[CH3:22].[ClH:45].[CH:46]1[CH:47]=[CH:48][C:49]2[C:50](=[CH:52][CH:53]=[CH:54][C:55]=2[CH2:56][C:57]2[NH:61][CH2:60][CH2:59][N:58]=2)[CH:51]=1.Cl. (5) Given the product [CH2:2]([CH:3]1[CH2:4][O:12]1)[CH2:1][C:5]1[CH:10]=[CH:9][CH:8]=[CH:7][CH:6]=1, predict the reactants needed to synthesize it. The reactants are: [CH2:1]([C:5]1[CH:10]=[CH:9][CH:8]=[CH:7][CH:6]=1)[CH2:2][CH:3]=[CH2:4].C(=O)(O)[O-:12].[Na+].ClC1C=CC=C(C(OO)=O)C=1. (6) Given the product [C:1]([C:3]1[CH:4]=[CH:5][C:6]([C:7]([NH:9][CH2:10][C:11]2[CH:16]=[N:15][C:14]([CH3:17])=[C:13]([OH:18])[C:12]=2[CH2:21][OH:20])=[O:8])=[CH:24][CH:25]=1)#[N:2], predict the reactants needed to synthesize it. The reactants are: [C:1]([C:3]1[CH:25]=[CH:24][C:6]([C:7]([NH:9][CH2:10][C:11]2[CH:16]=[N:15][C:14]([CH3:17])=[C:13]3[O:18]C(C)(C)[O:20][CH2:21][C:12]=23)=[O:8])=[CH:5][CH:4]=1)#[N:2].C(O)=O. (7) Given the product [Cl:1][C:2]1[N:7]=[CH:6][C:5]([CH2:8][N:9]2[CH2:10][CH2:11][CH2:12][C:13]2=[NH:14])=[CH:4][CH:3]=1, predict the reactants needed to synthesize it. The reactants are: [Cl:1][C:2]1[N:7]=[CH:6][C:5]([CH2:8][NH:9][CH2:10][CH2:11][CH2:12][C:13]#[N:14])=[CH:4][CH:3]=1.C[Al](C)C.CCCCCC.C(Cl)(Cl)Cl.CO.